This data is from Full USPTO retrosynthesis dataset with 1.9M reactions from patents (1976-2016). The task is: Predict the reactants needed to synthesize the given product. (1) Given the product [ClH:9].[CH3:12][C:11]1[N:4]([CH2:1][CH:2]=[CH2:3])[C:5](=[N:6][NH2:7])[S:8][CH:10]=1, predict the reactants needed to synthesize it. The reactants are: [CH2:1]([NH:4][C:5](=[S:8])[NH:6][NH2:7])[CH:2]=[CH2:3].[Cl:9][CH2:10][C:11](=O)[CH3:12]. (2) Given the product [C:1]([O:5][C:6](=[O:23])[NH:7][C:8]1[C:12]([CH2:13][C:14]2[CH:19]=[CH:18][CH:17]=[C:16]([Cl:20])[C:15]=2[Cl:21])=[C:11]([OH:22])[N:10]([CH3:24])[N:9]=1)([CH3:4])([CH3:2])[CH3:3], predict the reactants needed to synthesize it. The reactants are: [C:1]([O:5][C:6](=[O:23])[NH:7][C:8]1[C:12]([CH2:13][C:14]2[CH:19]=[CH:18][CH:17]=[C:16]([Cl:20])[C:15]=2[Cl:21])=[C:11]([OH:22])[NH:10][N:9]=1)([CH3:4])([CH3:3])[CH3:2].[C:24]1(P(C2C=CC=CC=2)C2C=CC=CC=2)C=CC=CC=1.CO.CC(OC(/N=N/C(OC(C)C)=O)=O)C. (3) Given the product [CH:27]1([NH:29][C:20]([C:17]2[CH:16]=[CH:15][C:14]([C:3]3[CH:4]=[C:5]([C:8]4[O:9][C:10]([CH3:13])=[N:11][N:12]=4)[CH:6]=[CH:7][C:2]=3[CH3:1])=[CH:19][CH:18]=2)=[O:21])[CH2:28][CH2:23][CH2:24][CH2:25][CH2:26]1, predict the reactants needed to synthesize it. The reactants are: [CH3:1][C:2]1[CH:7]=[CH:6][C:5]([C:8]2[O:9][C:10]([CH3:13])=[N:11][N:12]=2)=[CH:4][C:3]=1[C:14]1[CH:19]=[CH:18][C:17]([C:20](O)=[O:21])=[CH:16][CH:15]=1.[CH:23]1[CH:24]=[CH:25][C:26]2N(O)N=[N:29][C:27]=2[CH:28]=1.Cl.CN(C)CCCN=C=NCC.C1(N)CCCCC1. (4) The reactants are: [Br:1][C:2]1[CH:3]=[N:4][C:5]2[N:6]([N:8]=[C:9]([C:11]([OH:13])=O)[CH:10]=2)[CH:7]=1.[CH3:14][C:15]1[O:23][C:22]2[CH2:21][CH2:20][NH:19][CH:18]([CH3:24])[C:17]=2[CH:16]=1. Given the product [Br:1][C:2]1[CH:3]=[N:4][C:5]2[N:6]([N:8]=[C:9]([C:11]([N:19]3[CH2:20][CH2:21][C:22]4[O:23][C:15]([CH3:14])=[CH:16][C:17]=4[CH:18]3[CH3:24])=[O:13])[CH:10]=2)[CH:7]=1, predict the reactants needed to synthesize it. (5) Given the product [Br:15][C:16]1[CH:17]=[CH:18][C:19]([OH:25])=[C:20]([C:21]2[O:1][N:2]=[C:3]([C:5]3[C:14]4[C:9](=[CH:10][CH:11]=[CH:12][CH:13]=4)[CH:8]=[CH:7][N:6]=3)[N:4]=2)[CH:24]=1, predict the reactants needed to synthesize it. The reactants are: [OH:1][NH:2][C:3]([C:5]1[C:14]2[C:9](=[CH:10][CH:11]=[CH:12][CH:13]=2)[CH:8]=[CH:7][N:6]=1)=[NH:4].[Br:15][C:16]1[CH:24]=[C:20]([C:21](O)=O)[C:19]([OH:25])=[CH:18][CH:17]=1. (6) Given the product [C:18]([C:11]1[C:12]2[C:17](=[CH:16][CH:15]=[CH:14][CH:13]=2)[C:8]([C:3]2[C:2]([S:22][CH2:21][C:20]([O:24][CH3:25])=[O:23])=[CH:7][N:6]=[CH:5][N:4]=2)=[CH:9][CH:10]=1)#[N:19], predict the reactants needed to synthesize it. The reactants are: Br[C:2]1[C:3]([C:8]2[C:17]3[C:12](=[CH:13][CH:14]=[CH:15][CH:16]=3)[C:11]([C:18]#[N:19])=[CH:10][CH:9]=2)=[N:4][CH:5]=[N:6][CH:7]=1.[C:20]([O:24][CH3:25])(=[O:23])[CH2:21][SH:22].C(=O)([O-])[O-].[K+].[K+].